This data is from Peptide-MHC class I binding affinity with 185,985 pairs from IEDB/IMGT. The task is: Regression. Given a peptide amino acid sequence and an MHC pseudo amino acid sequence, predict their binding affinity value. This is MHC class I binding data. (1) The peptide sequence is ITLWQRPLV. The MHC is HLA-A31:01 with pseudo-sequence HLA-A31:01. The binding affinity (normalized) is 0.242. (2) The peptide sequence is VLDVGGTGK. The MHC is HLA-A03:01 with pseudo-sequence HLA-A03:01. The binding affinity (normalized) is 0.433.